This data is from Catalyst prediction with 721,799 reactions and 888 catalyst types from USPTO. The task is: Predict which catalyst facilitates the given reaction. (1) Reactant: COC1C=C(OC)C=CC=1C[N:6]1[C:11](=[O:12])[C:10]2[CH:13]=[C:14]([CH2:16][CH3:17])[S:15][C:9]=2[NH:8][C:7]1=[O:18].O[CH2:26][C:27]1[CH:32]=[CH:31][C:30]([C:33]2[C:34]([C:40]#[N:41])=[CH:35][CH:36]=[C:37]([CH3:39])[CH:38]=2)=[CH:29][CH:28]=1.N(C(N1CCCCC1)=O)=NC(N1CCCCC1)=O.C(P(CCCC)CCCC)CCC. The catalyst class is: 362. Product: [CH2:16]([C:14]1[S:15][C:9]2[N:8]([CH2:26][C:27]3[CH:32]=[CH:31][C:30]([C:33]4[C:34]([C:40]#[N:41])=[CH:35][CH:36]=[C:37]([CH3:39])[CH:38]=4)=[CH:29][CH:28]=3)[C:7](=[O:18])[NH:6][C:11](=[O:12])[C:10]=2[CH:13]=1)[CH3:17]. (2) Reactant: Br[C:2]1[CH:3]=[C:4]([CH:25]=[CH:26][C:27]=1[CH3:28])[C:5]([NH:7][C:8]1[CH:13]=[CH:12][C:11]([CH2:14][N:15]2[CH2:20][CH2:19][O:18][CH2:17][CH2:16]2)=[C:10]([C:21]([F:24])([F:23])[F:22])[CH:9]=1)=[O:6].Br[C:30]1[CH:31]=[C:32]2[C:37](=[CH:38][CH:39]=1)[CH:36]=[N:35][N:34]=[CH:33]2. Product: [CH3:28][C:27]1[CH:26]=[CH:25][C:4]([C:5]([NH:7][C:8]2[CH:13]=[CH:12][C:11]([CH2:14][N:15]3[CH2:16][CH2:17][O:18][CH2:19][CH2:20]3)=[C:10]([C:21]([F:23])([F:22])[F:24])[CH:9]=2)=[O:6])=[CH:3][C:2]=1[C:30]1[CH:31]=[C:32]2[C:37](=[CH:38][CH:39]=1)[CH:36]=[N:35][N:34]=[CH:33]2. The catalyst class is: 336. (3) Reactant: C1(P(C2C=CC=CC=2)C2C=CC=CC=2)C=CC=CC=1.CC(OC(/N=N/C(OC(C)C)=O)=O)C.[I:34][C:35]1[CH:36]=[C:37]([CH2:41][OH:42])[CH:38]=[CH:39][CH:40]=1.[Cl:43][C:44]1[C:45]([OH:54])=[C:46]([C:51](=[O:53])[CH3:52])[CH:47]=[CH:48][C:49]=1O. Product: [Cl:43][C:44]1[C:45]([OH:54])=[C:46]([C:51](=[O:53])[CH3:52])[CH:47]=[CH:48][C:49]=1[O:42][CH2:41][C:37]1[CH:38]=[CH:39][CH:40]=[C:35]([I:34])[CH:36]=1. The catalyst class is: 489. (4) Reactant: C(O)C.C([O:6][C:7](=O)[CH2:8][CH2:9][N:10]([C:18]1[C:23]([NH2:24])=[CH:22][N:21]=[C:20]([Cl:25])[N:19]=1)[CH:11]1[CH2:15][CH2:14][CH2:13][C:12]1([CH3:17])[CH3:16])C. Product: [Cl:25][C:20]1[N:21]=[CH:22][C:23]2[NH:24][C:7](=[O:6])[CH2:8][CH2:9][N:10]([CH:11]3[CH2:15][CH2:14][CH2:13][C:12]3([CH3:17])[CH3:16])[C:18]=2[N:19]=1. The catalyst class is: 15. (5) Reactant: CS(O[C@H:6]([C:24]1[CH:29]=[CH:28][C:27]([N+:30]([O-:32])=[O:31])=[CH:26][CH:25]=1)[CH2:7][CH2:8][C@H:9](OS(C)(=O)=O)[C:10]1[CH:15]=[CH:14][C:13]([N+:16]([O-:18])=[O:17])=[CH:12][CH:11]=1)(=O)=O.[O:33]1[CH2:38][CH2:37][N:36]([C:39]2[CH:45]=[CH:44][C:42]([NH2:43])=[CH:41][CH:40]=2)[CH2:35][CH2:34]1. Product: [N+:16]([C:13]1[CH:14]=[CH:15][C:10]([C@H:9]2[CH2:8][CH2:7][C@H:6]([C:24]3[CH:29]=[CH:28][C:27]([N+:30]([O-:32])=[O:31])=[CH:26][CH:25]=3)[N:43]2[C:42]2[CH:41]=[CH:40][C:39]([N:36]3[CH2:37][CH2:38][O:33][CH2:34][CH2:35]3)=[CH:45][CH:44]=2)=[CH:11][CH:12]=1)([O-:18])=[O:17]. The catalyst class is: 37. (6) Reactant: Br[C:2]1[N:7]=[C:6]([C:8]([NH:10][C:11]2[CH:16]=[C:15]([NH:17][C:18](=[O:30])[C:19]3[CH:24]=[CH:23][CH:22]=[C:21]([C:25]([C:28]#[N:29])([CH3:27])[CH3:26])[CH:20]=3)[CH:14]=[CH:13][C:12]=2[CH3:31])=[O:9])[CH:5]=[CH:4][CH:3]=1.CO.[CH3:34][NH:35][CH3:36]. Product: [C:28]([C:25]([C:21]1[CH:20]=[C:19]([CH:24]=[CH:23][CH:22]=1)[C:18]([NH:17][C:15]1[CH:14]=[CH:13][C:12]([CH3:31])=[C:11]([NH:10][C:8]([C:6]2[CH:5]=[CH:4][CH:3]=[C:2]([N:35]([CH3:36])[CH3:34])[N:7]=2)=[O:9])[CH:16]=1)=[O:30])([CH3:27])[CH3:26])#[N:29]. The catalyst class is: 1. (7) Reactant: [OH:1][C:2]1[C:11]2[C:10](=[O:12])[C:9]([O:13][CH3:14])=[CH:8][C:7](=[O:15])[C:6]=2[C:5]([OH:16])=[C:4]2[C:17](=[O:38])[C@:18]3([C:32]4[C:31]([OH:33])=[C:30]5[C:25]([CH:26]=[C:27]([C:35]([OH:37])=[O:36])[NH:28][C:29]5=[O:34])=[CH:24][C:23]=4[CH2:22][CH2:21]3)[C:19](=[O:20])[C:3]=12.[OH-].[K+:40]. The catalyst class is: 3. Product: [OH:1][C:2]1[C:11]2[C:10](=[O:12])[C:9]([O:13][CH3:14])=[CH:8][C:7](=[O:15])[C:6]=2[C:5]([OH:16])=[C:4]2[C:17](=[O:38])[C@:18]3([C:32]4[C:31]([OH:33])=[C:30]5[C:25]([CH:26]=[C:27]([C:35]([O-:37])=[O:36])[NH:28][C:29]5=[O:34])=[CH:24][C:23]=4[CH2:22][CH2:21]3)[C:19](=[O:20])[C:3]=12.[K+:40]. (8) Reactant: Cl.[NH2:2][C@H:3]1[CH2:7][CH2:6][CH2:5][C@@H:4]1[NH:8][C:9](=[O:22])[C:10]1[CH:15]=[C:14]([CH3:16])[CH:13]=[CH:12][C:11]=1[N:17]1[N:21]=[CH:20][CH:19]=[N:18]1.Br[C:24]1[CH:25]=[CH:26][C:27]([C:30]([F:33])([F:32])[F:31])=[N:28][CH:29]=1.C(=O)([O-])[O-].[Cs+].[Cs+].C1C=CC(P(C2C(C3C(P(C4C=CC=CC=4)C4C=CC=CC=4)=CC=C4C=3C=CC=C4)=C3C(C=CC=C3)=CC=2)C2C=CC=CC=2)=CC=1. Product: [CH3:16][C:14]1[CH:13]=[CH:12][C:11]([N:17]2[N:18]=[CH:19][CH:20]=[N:21]2)=[C:10]([CH:15]=1)[C:9]([NH:8][C@H:4]1[CH2:5][CH2:6][CH2:7][C@@H:3]1[NH:2][C:24]1[CH:29]=[N:28][C:27]([C:30]([F:33])([F:32])[F:31])=[CH:26][CH:25]=1)=[O:22]. The catalyst class is: 491.